Regression. Given two drug SMILES strings and cell line genomic features, predict the synergy score measuring deviation from expected non-interaction effect. From a dataset of NCI-60 drug combinations with 297,098 pairs across 59 cell lines. Drug 1: C1=CC(=CC=C1CC(C(=O)O)N)N(CCCl)CCCl.Cl. Drug 2: CC(C)CN1C=NC2=C1C3=CC=CC=C3N=C2N. Cell line: SK-MEL-5. Synergy scores: CSS=8.53, Synergy_ZIP=-0.571, Synergy_Bliss=1.97, Synergy_Loewe=-4.92, Synergy_HSA=-4.46.